From a dataset of Full USPTO retrosynthesis dataset with 1.9M reactions from patents (1976-2016). Predict the reactants needed to synthesize the given product. (1) Given the product [Cl:31][C:30]1[CH:29]=[CH:28][S:27][C:26]=1[C:24]1[CH2:23][C:22](=[O:32])[NH:21][C:9]2[CH:10]=[C:11]([C:14]3[CH:19]=[CH:18][C:17]([F:20])=[CH:16][CH:15]=3)[CH:12]=[CH:13][C:8]=2[N:7]=1, predict the reactants needed to synthesize it. The reactants are: C(OC(=O)[NH:7][C:8]1[CH:13]=[CH:12][C:11]([C:14]2[CH:19]=[CH:18][C:17]([F:20])=[CH:16][CH:15]=2)=[CH:10][C:9]=1[NH:21][C:22](=[O:32])[CH2:23][C:24]([C:26]1[S:27][CH:28]=[CH:29][C:30]=1[Cl:31])=O)(C)(C)C.C(O)(C(F)(F)F)=O. (2) The reactants are: [C:1]1([CH:7]([NH:9][C:10]2[CH2:15][CH2:14][N:13]([C:16]([O:18][C:19]([CH3:22])([CH3:21])[CH3:20])=[O:17])[CH2:12][C:11]=2[C:23]([O:25][CH2:26][CH3:27])=[O:24])[CH3:8])[CH:6]=[CH:5][CH:4]=[CH:3][CH:2]=1.C(O[BH-](OC(=O)C)OC(=O)C)(=O)C.[Na+].C(O)(=O)C. Given the product [C:1]1([CH:7]([NH:9][CH:10]2[CH2:15][CH2:14][N:13]([C:16]([O:18][C:19]([CH3:22])([CH3:20])[CH3:21])=[O:17])[CH2:12][CH:11]2[C:23]([O:25][CH2:26][CH3:27])=[O:24])[CH3:8])[CH:6]=[CH:5][CH:4]=[CH:3][CH:2]=1, predict the reactants needed to synthesize it. (3) Given the product [N:41]1([C:3]2[N:8]=[C:7]([NH:9][CH2:10][C:11]3[CH:16]=[CH:15][C:14]([O:17][CH3:18])=[C:13]([Cl:19])[CH:12]=3)[C:6]([C:20](=[O:29])[NH:21][CH2:22][C:23]3[CH:28]=[CH:27][CH:26]=[CH:25][N:24]=3)=[CH:5][N:4]=2)[CH2:46][CH2:45][NH:44][CH2:43][CH2:42]1, predict the reactants needed to synthesize it. The reactants are: CS[C:3]1[N:8]=[C:7]([NH:9][CH2:10][C:11]2[CH:16]=[CH:15][C:14]([O:17][CH3:18])=[C:13]([Cl:19])[CH:12]=2)[C:6]([C:20](=[O:29])[NH:21][CH2:22][C:23]2[CH:28]=[CH:27][CH:26]=[CH:25][N:24]=2)=[CH:5][N:4]=1.ClC1C=CC=C(C(OO)=O)C=1.[NH:41]1[CH2:46][CH2:45][NH:44][CH2:43][CH2:42]1.C(OCC)(=O)C. (4) Given the product [CH3:6][S:7]([C:10]1[CH:11]=[CH:12][C:13]([C@@H:16]([OH:26])[C@H:17]([NH:20][C:21]([CH:23]([Cl:25])[Cl:24])=[O:22])[CH2:18][F:19])=[CH:14][CH:15]=1)(=[O:9])=[O:8].[CH3:27][C:28]1[C:33]([NH:34][C:35]2[N:40]=[CH:39][CH:38]=[CH:37][C:36]=2[C:41]([OH:43])=[O:42])=[CH:32][CH:31]=[CH:30][C:29]=1[C:44]([F:46])([F:45])[F:47], predict the reactants needed to synthesize it. The reactants are: C(O)C(O)C.[CH3:6][S:7]([C:10]1[CH:11]=[CH:12][C:13]([C@@H:16]([OH:26])[C@H:17]([NH:20][C:21]([CH:23]([Cl:25])[Cl:24])=[O:22])[CH2:18][F:19])=[CH:14][CH:15]=1)(=[O:9])=[O:8].[CH3:27][C:28]1[C:33]([NH:34][C:35]2[N:40]=[CH:39][CH:38]=[CH:37][C:36]=2[C:41]([OH:43])=[O:42])=[CH:32][CH:31]=[CH:30][C:29]=1[C:44]([F:47])([F:46])[F:45].CNC[C@H](O)[C@@H](O)[C@H](O)[C@H](O)CO. (5) Given the product [Cl:1][C:2]1[C:6]([Cl:7])=[C:5]([CH3:8])[NH:4][C:3]=1[C:9]([NH:11][CH:12]1[CH2:17][CH2:16][N:15]([C:18]2[N:23]=[C:22]([C:24]([NH:32][O:30][CH3:31])=[O:25])[CH:21]=[C:20]([O:27][CH3:28])[N:19]=2)[CH2:14][CH2:13]1)=[O:10], predict the reactants needed to synthesize it. The reactants are: [Cl:1][C:2]1[C:6]([Cl:7])=[C:5]([CH3:8])[NH:4][C:3]=1[C:9]([NH:11][CH:12]1[CH2:17][CH2:16][N:15]([C:18]2[N:23]=[C:22]([C:24](O)=[O:25])[CH:21]=[C:20]([O:27][CH3:28])[N:19]=2)[CH2:14][CH2:13]1)=[O:10].Cl.[O:30]([NH2:32])[CH3:31]. (6) Given the product [ClH:16].[CH2:1]([O:8][CH2:9][CH:10]([NH2:13])[CH:11]=[CH2:12])[C:2]1[CH:7]=[CH:6][CH:5]=[CH:4][CH:3]=1, predict the reactants needed to synthesize it. The reactants are: [CH2:1]([O:8][CH2:9][CH:10]([NH:13]C(=O)C(Cl)(Cl)[Cl:16])[CH:11]=[CH2:12])[C:2]1[CH:7]=[CH:6][CH:5]=[CH:4][CH:3]=1.[OH-].[Na+]. (7) Given the product [CH:9]1([NH:12][C:13]([C:15]2[CH:20]=[C:19]([C:21]3[C:22]([C:30]([NH:32][C:33]4[S:34][CH:35]=[CH:36][N:37]=4)=[O:31])=[CH:23][C:24]([C:27]([NH:8][CH2:1][C:2]4[CH:7]=[CH:6][CH:5]=[CH:4][CH:3]=4)=[O:28])=[CH:25][CH:26]=3)[C:18]([CH3:38])=[C:17]([F:39])[CH:16]=2)=[O:14])[CH2:10][CH2:11]1, predict the reactants needed to synthesize it. The reactants are: [CH2:1]([NH2:8])[C:2]1[CH:7]=[CH:6][CH:5]=[CH:4][CH:3]=1.[CH:9]1([NH:12][C:13]([C:15]2[CH:16]=[C:17]([F:39])[C:18]([CH3:38])=[C:19]([C:21]3[CH:26]=[CH:25][C:24]([C:27](O)=[O:28])=[CH:23][C:22]=3[C:30]([NH:32][C:33]3[S:34][CH:35]=[CH:36][N:37]=3)=[O:31])[CH:20]=2)=[O:14])[CH2:11][CH2:10]1.Cl.CN(C)CCCN=C=NCC.CCOC(C)=O. (8) Given the product [CH:1]12[CH2:7][CH:4]([CH2:5][CH2:6]1)[CH2:3][CH:2]2[C:8]1[NH:12][C:11]2[C:13]([OH:33])=[CH:14][CH:15]=[C:16]([C:17]([NH:19][CH:20]3[CH2:25][CH2:24][CH2:23][NH:22][CH2:21]3)=[O:18])[C:10]=2[N:9]=1, predict the reactants needed to synthesize it. The reactants are: [CH:1]12[CH2:7][CH:4]([CH2:5][CH2:6]1)[CH2:3][CH:2]2[C:8]1[NH:12][C:11]2[C:13]([O:33]C)=[CH:14][CH:15]=[C:16]([C:17]([NH:19][CH:20]3[CH2:25][CH2:24][CH2:23][N:22](C(OCCCC)=O)[CH2:21]3)=[O:18])[C:10]=2[N:9]=1.B(Br)(Br)Br. (9) Given the product [C:29]([O:28][C:25]1[CH:26]=[CH:27][C:22]([CH2:21][O:20][C:18](=[O:19])[NH:2][CH:3]2[CH2:11][C:10]3[C:5](=[CH:6][CH:7]=[CH:8][CH:9]=3)[CH2:4]2)=[CH:23][C:24]=1[O:32][CH3:33])(=[O:31])[CH3:30], predict the reactants needed to synthesize it. The reactants are: Cl.[NH2:2][CH:3]1[CH2:11][C:10]2[C:5](=[CH:6][CH:7]=[CH:8][CH:9]=2)[CH2:4]1.S=C1N([C:18]([O:20][CH2:21][C:22]2[CH:27]=[CH:26][C:25]([O:28][C:29](=[O:31])[CH3:30])=[C:24]([O:32][CH3:33])[CH:23]=2)=[O:19])CCS1.C(N(CC)CC)C. (10) Given the product [F:47][C:33]1[CH:32]=[C:31]([C:29]([N:26]2[CH2:27][CH2:28][N:23]([CH2:22][C:21]3[CH:48]=[CH:49][C:18]([C:9]([OH:8])([C:14]([F:17])([F:16])[F:15])[C:10]([F:13])([F:12])[F:11])=[CH:19][CH:20]=3)[CH2:24][CH2:25]2)=[O:30])[CH:36]=[CH:35][C:34]=1[NH:37][C:38]([NH:40][CH:41]1[CH2:46][CH2:45][S:44](=[O:55])[CH2:43][CH2:42]1)=[O:39], predict the reactants needed to synthesize it. The reactants are: [Si]([O:8][C:9]([C:18]1[CH:49]=[CH:48][C:21]([CH2:22][N:23]2[CH2:28][CH2:27][N:26]([C:29]([C:31]3[CH:36]=[CH:35][C:34]([NH:37][C:38]([NH:40][CH:41]4[CH2:46][CH2:45][S:44][CH2:43][CH2:42]4)=[O:39])=[C:33]([F:47])[CH:32]=3)=[O:30])[CH2:25][CH2:24]2)=[CH:20][CH:19]=1)([C:14]([F:17])([F:16])[F:15])[C:10]([F:13])([F:12])[F:11])(C(C)(C)C)(C)C.ClC1C=C(C=CC=1)C(OO)=[O:55].Cl.